Dataset: CYP2D6 inhibition data for predicting drug metabolism from PubChem BioAssay. Task: Regression/Classification. Given a drug SMILES string, predict its absorption, distribution, metabolism, or excretion properties. Task type varies by dataset: regression for continuous measurements (e.g., permeability, clearance, half-life) or binary classification for categorical outcomes (e.g., BBB penetration, CYP inhibition). Dataset: cyp2d6_veith. (1) The molecule is CC(C)CN1CCC2(CC1)CCN(C(=O)c1cccc(F)c1)CC2. The result is 1 (inhibitor). (2) The molecule is NC(N)=NC[C@@H]1COC2(CCCCC2)O1. The result is 0 (non-inhibitor). (3) The compound is CCN1CCCC1CNC(=O)C1c2cc(OC)c(OC)cc2C(=O)N(C)C1c1cccnc1. The result is 0 (non-inhibitor). (4) The drug is COc1cccc(-c2nccc(NCc3ccc(OC)cc3OC)n2)c1. The result is 1 (inhibitor). (5) The compound is C/C(=C\c1ccc(Cl)cc1)C(C)(C)C(=O)O. The result is 0 (non-inhibitor). (6) The molecule is CC(C(=O)NCc1ccc2c(c1)OCO2)N1c2cccc3cccc(c23)S1(=O)=O. The result is 1 (inhibitor).